This data is from NCI-60 drug combinations with 297,098 pairs across 59 cell lines. The task is: Regression. Given two drug SMILES strings and cell line genomic features, predict the synergy score measuring deviation from expected non-interaction effect. (1) Synergy scores: CSS=36.7, Synergy_ZIP=5.97, Synergy_Bliss=5.74, Synergy_Loewe=-30.9, Synergy_HSA=3.27. Drug 2: CC(C)NC(=O)C1=CC=C(C=C1)CNNC.Cl. Cell line: HT29. Drug 1: C1=CC(=C2C(=C1NCCNCCO)C(=O)C3=C(C=CC(=C3C2=O)O)O)NCCNCCO. (2) Drug 1: C#CCC(CC1=CN=C2C(=N1)C(=NC(=N2)N)N)C3=CC=C(C=C3)C(=O)NC(CCC(=O)O)C(=O)O. Drug 2: B(C(CC(C)C)NC(=O)C(CC1=CC=CC=C1)NC(=O)C2=NC=CN=C2)(O)O. Cell line: A498. Synergy scores: CSS=45.9, Synergy_ZIP=1.22, Synergy_Bliss=1.32, Synergy_Loewe=0.316, Synergy_HSA=0.190. (3) Drug 1: CC1=C(C=C(C=C1)C(=O)NC2=CC(=CC(=C2)C(F)(F)F)N3C=C(N=C3)C)NC4=NC=CC(=N4)C5=CN=CC=C5. Drug 2: COCCOC1=C(C=C2C(=C1)C(=NC=N2)NC3=CC=CC(=C3)C#C)OCCOC.Cl. Cell line: SNB-19. Synergy scores: CSS=0.799, Synergy_ZIP=-0.951, Synergy_Bliss=-1.49, Synergy_Loewe=-2.75, Synergy_HSA=-2.36. (4) Drug 1: CC12CCC(CC1=CCC3C2CCC4(C3CC=C4C5=CN=CC=C5)C)O. Drug 2: C1CCN(CC1)CCOC2=CC=C(C=C2)C(=O)C3=C(SC4=C3C=CC(=C4)O)C5=CC=C(C=C5)O. Cell line: HOP-62. Synergy scores: CSS=6.15, Synergy_ZIP=5.09, Synergy_Bliss=11.9, Synergy_Loewe=8.04, Synergy_HSA=8.52. (5) Drug 1: CCN(CC)CCNC(=O)C1=C(NC(=C1C)C=C2C3=C(C=CC(=C3)F)NC2=O)C. Drug 2: CN1C=C(C=N1)C2=C3N=C(C(=C(N3N=C2)N)Br)C4CCCNC4. Cell line: NCI-H460. Synergy scores: CSS=34.3, Synergy_ZIP=3.10, Synergy_Bliss=7.23, Synergy_Loewe=8.94, Synergy_HSA=10.7. (6) Drug 1: CC12CCC3C(C1CCC2=O)CC(=C)C4=CC(=O)C=CC34C. Drug 2: CC=C1C(=O)NC(C(=O)OC2CC(=O)NC(C(=O)NC(CSSCCC=C2)C(=O)N1)C(C)C)C(C)C. Cell line: MDA-MB-435. Synergy scores: CSS=50.1, Synergy_ZIP=5.23, Synergy_Bliss=6.68, Synergy_Loewe=-7.84, Synergy_HSA=7.61.